Dataset: Catalyst prediction with 721,799 reactions and 888 catalyst types from USPTO. Task: Predict which catalyst facilitates the given reaction. Reactant: [NH2:1][CH:2]1[CH2:6][CH:5]([C:7]([O:9][CH2:10][CH3:11])=[O:8])[CH:4]([CH2:12][CH3:13])[CH2:3]1.C(Cl)Cl.[C:17](O[C:17]([O:19][C:20]([CH3:23])([CH3:22])[CH3:21])=[O:18])([O:19][C:20]([CH3:23])([CH3:22])[CH3:21])=[O:18]. Product: [C:20]([O:19][C:17]([NH:1][CH:2]1[CH2:6][CH:5]([C:7]([O:9][CH2:10][CH3:11])=[O:8])[CH:4]([CH2:12][CH3:13])[CH2:3]1)=[O:18])([CH3:23])([CH3:22])[CH3:21]. The catalyst class is: 170.